From a dataset of Full USPTO retrosynthesis dataset with 1.9M reactions from patents (1976-2016). Predict the reactants needed to synthesize the given product. (1) The reactants are: [N:1]([CH2:4][C:5]1[CH:10]=[CH:9][C:8]([CH3:11])=[CH:7][CH:6]=1)=[N+:2]=[N-:3].O=[C:13]1O[C@H:18]([C@H](CO)O)[C:16]([O-])=[C:14]1[OH:15].[Na+]. Given the product [CH3:11][C:8]1[CH:9]=[CH:10][C:5]([CH2:4][N:1]2[CH:18]=[C:16]([C@H:14]([OH:15])[CH3:13])[N:3]=[N:2]2)=[CH:6][CH:7]=1, predict the reactants needed to synthesize it. (2) Given the product [C:1]1([S:7]([N:10]2[C:18]3[C:13](=[C:14]([NH:23][C:24]([C:26]4[O:27][CH:28]=[CH:29][CH:30]=4)=[O:25])[CH:15]=[C:16]([C:32]4[CH:37]=[CH:36][N:35]=[C:34]5[N:38]([S:41]([C:44]6[CH:45]=[CH:46][CH:47]=[CH:48][CH:49]=6)(=[O:42])=[O:43])[CH:39]=[CH:40][C:33]=45)[CH:17]=3)[CH:12]=[N:11]2)(=[O:9])=[O:8])[CH:6]=[CH:5][CH:4]=[CH:3][CH:2]=1, predict the reactants needed to synthesize it. The reactants are: [C:1]1([S:7]([N:10]2[C:18]3[C:13](=[C:14]([NH:23][C:24]([C:26]4[O:27][CH:28]=[CH:29][CH:30]=4)=[O:25])[CH:15]=[C:16]([Sn](C)(C)C)[CH:17]=3)[CH:12]=[N:11]2)(=[O:9])=[O:8])[CH:6]=[CH:5][CH:4]=[CH:3][CH:2]=1.Br[C:32]1[CH:37]=[CH:36][N:35]=[C:34]2[N:38]([S:41]([C:44]3[CH:49]=[CH:48][CH:47]=[CH:46][CH:45]=3)(=[O:43])=[O:42])[CH:39]=[CH:40][C:33]=12. (3) Given the product [CH3:1][O:2][C:3]1[CH:4]=[C:5]([CH:23]=[CH:24][C:25]=1[O:26][CH3:27])[CH2:6][CH:7]1[C:16]2[C:11](=[CH:12][C:13]([O:21][CH3:22])=[C:14]([O:17][CH:18]([CH3:20])[CH3:19])[CH:15]=2)[CH2:10][CH2:9][N:8]1[CH2:29][C:30]([NH:33][CH:34]1[C:42]2[C:37](=[CH:38][C:39]([O:43][CH3:44])=[CH:40][CH:41]=2)[CH2:36][CH2:35]1)=[O:31], predict the reactants needed to synthesize it. The reactants are: [CH3:1][O:2][C:3]1[CH:4]=[C:5]([CH:23]=[CH:24][C:25]=1[O:26][CH3:27])[CH2:6][CH:7]1[C:16]2[C:11](=[CH:12][C:13]([O:21][CH3:22])=[C:14]([O:17][CH:18]([CH3:20])[CH3:19])[CH:15]=2)[CH2:10][CH2:9][NH:8]1.Br[CH2:29][C:30](Br)=[O:31].[NH2:33][CH:34]1[C:42]2[C:37](=[CH:38][C:39]([O:43][CH3:44])=[CH:40][CH:41]=2)[CH2:36][CH2:35]1.